Dataset: NCI-60 drug combinations with 297,098 pairs across 59 cell lines. Task: Regression. Given two drug SMILES strings and cell line genomic features, predict the synergy score measuring deviation from expected non-interaction effect. (1) Drug 1: C1=NC2=C(N=C(N=C2N1C3C(C(C(O3)CO)O)O)F)N. Drug 2: CN1C(=O)N2C=NC(=C2N=N1)C(=O)N. Synergy scores: CSS=-2.76, Synergy_ZIP=2.27, Synergy_Bliss=2.24, Synergy_Loewe=-3.86, Synergy_HSA=-2.20. Cell line: MCF7. (2) Drug 1: CNC(=O)C1=CC=CC=C1SC2=CC3=C(C=C2)C(=NN3)C=CC4=CC=CC=N4. Drug 2: CN(C)C1=NC(=NC(=N1)N(C)C)N(C)C. Cell line: HCC-2998. Synergy scores: CSS=3.93, Synergy_ZIP=2.10, Synergy_Bliss=-0.00634, Synergy_Loewe=-11.4, Synergy_HSA=-4.53. (3) Drug 1: CCCS(=O)(=O)NC1=C(C(=C(C=C1)F)C(=O)C2=CNC3=C2C=C(C=N3)C4=CC=C(C=C4)Cl)F. Drug 2: B(C(CC(C)C)NC(=O)C(CC1=CC=CC=C1)NC(=O)C2=NC=CN=C2)(O)O. Cell line: NCI/ADR-RES. Synergy scores: CSS=-1.60, Synergy_ZIP=0.723, Synergy_Bliss=0.758, Synergy_Loewe=-1.32, Synergy_HSA=-0.830. (4) Drug 1: CCCCCOC(=O)NC1=NC(=O)N(C=C1F)C2C(C(C(O2)C)O)O. Drug 2: C1CC(=O)NC(=O)C1N2C(=O)C3=CC=CC=C3C2=O. Cell line: UACC-257. Synergy scores: CSS=-4.97, Synergy_ZIP=3.52, Synergy_Bliss=-0.663, Synergy_Loewe=-6.55, Synergy_HSA=-6.86.